Dataset: Forward reaction prediction with 1.9M reactions from USPTO patents (1976-2016). Task: Predict the product of the given reaction. (1) Given the reactants [CH:1]1([C:7]2[CH:12]=[CH:11][C:10](/[CH:13]=[CH:14]/[C:15]([O:17][CH3:18])=[O:16])=[CH:9][CH:8]=2)[CH2:6][CH2:5][CH2:4][CH2:3][CH2:2]1.[CH3:19]S(C)(=O)=C, predict the reaction product. The product is: [CH:1]1([C:7]2[CH:8]=[CH:9][C:10]([CH:13]3[CH2:19][CH:14]3[C:15]([O:17][CH3:18])=[O:16])=[CH:11][CH:12]=2)[CH2:2][CH2:3][CH2:4][CH2:5][CH2:6]1. (2) Given the reactants [C:1]([C:3]1[CH:4]=[C:5]([CH:21]=[CH:22][CH:23]=1)[CH2:6][O:7][C:8]1[C:16]([CH3:17])=[N:15][C:14]([CH:18]2[CH2:20][CH2:19]2)=[CH:13][C:9]=1[C:10](O)=[O:11])#[N:2].[NH2:24][C:25]1[CH:32]=[CH:31][C:28]([C:29]#[N:30])=[CH:27][CH:26]=1, predict the reaction product. The product is: [C:1]([C:3]1[CH:4]=[C:5]([CH:21]=[CH:22][CH:23]=1)[CH2:6][O:7][C:8]1[C:16]([CH3:17])=[N:15][C:14]([CH:18]2[CH2:19][CH2:20]2)=[CH:13][C:9]=1[C:10]([NH:24][C:25]1[CH:32]=[CH:31][C:28]([C:29]#[N:30])=[CH:27][CH:26]=1)=[O:11])#[N:2].